From a dataset of Forward reaction prediction with 1.9M reactions from USPTO patents (1976-2016). Predict the product of the given reaction. (1) Given the reactants C(OC(=O)[NH:10][CH2:11][CH2:12][CH2:13][CH2:14][C@H:15]([NH:27][C:28](=[O:39])[C:29]1[CH:34]=[CH:33][CH:32]=[CH:31][C:30]=1[C:35]([F:38])([F:37])[F:36])[C:16]([C:18]1[S:19][C:20]2[CH:26]=[CH:25][CH:24]=[CH:23][C:21]=2[N:22]=1)=[O:17])C1C=CC=CC=1.Br.CC(O)=[O:44].[OH2:46], predict the reaction product. The product is: [F:36][C:35]([F:38])([F:37])[C:30]([OH:44])=[O:46].[NH2:10][CH2:11][CH2:12][CH2:13][CH2:14][C@H:15]([NH:27][C:28](=[O:39])[C:29]1[CH:34]=[CH:33][CH:32]=[CH:31][C:30]=1[C:35]([F:38])([F:36])[F:37])[C:16]([C:18]1[S:19][C:20]2[CH:26]=[CH:25][CH:24]=[CH:23][C:21]=2[N:22]=1)=[O:17]. (2) The product is: [CH3:23][C:24]1[CH:25]=[C:26]([N:31]2[CH2:32][CH2:33][N:34]([CH2:21][CH2:20][CH2:19][C:9]3[CH:10]=[C:11]([C:12]4[CH:17]=[CH:16][C:15]([CH3:18])=[CH:14][CH:13]=4)[N:7]([C:1]4[CH:6]=[CH:5][CH:4]=[CH:3][CH:2]=4)[N:8]=3)[CH2:35][CH2:36]2)[CH:27]=[CH:28][C:29]=1[CH3:30]. Given the reactants [C:1]1([N:7]2[C:11]([C:12]3[CH:17]=[CH:16][C:15]([CH3:18])=[CH:14][CH:13]=3)=[CH:10][C:9]([CH2:19][CH2:20][CH:21]=O)=[N:8]2)[CH:6]=[CH:5][CH:4]=[CH:3][CH:2]=1.[CH3:23][C:24]1[CH:25]=[C:26]([N:31]2[CH2:36][CH2:35][NH:34][CH2:33][CH2:32]2)[CH:27]=[CH:28][C:29]=1[CH3:30].CCN(C(C)C)C(C)C.[BH-](OC(C)=O)(OC(C)=O)OC(C)=O.[Na+], predict the reaction product. (3) Given the reactants [Cl:1][C:2]1[CH:3]=[C:4]([CH:8]([C:10]2[CH:14]=[CH:13][O:12][CH:11]=2)[OH:9])[CH:5]=[CH:6][CH:7]=1, predict the reaction product. The product is: [Cl:1][C:2]1[CH:3]=[C:4]([C:8]([C:10]2[CH:14]=[CH:13][O:12][CH:11]=2)=[O:9])[CH:5]=[CH:6][CH:7]=1. (4) The product is: [F:1][C:2]1[CH:20]=[CH:19][CH:18]=[CH:17][C:3]=1[O:4][CH:5]([C:7]1[CH:16]=[CH:15][C:10]([C:11]([OH:13])=[O:12])=[CH:9][CH:8]=1)[CH3:6]. Given the reactants [F:1][C:2]1[CH:20]=[CH:19][CH:18]=[CH:17][C:3]=1[O:4][CH:5]([C:7]1[CH:16]=[CH:15][C:10]([C:11]([O:13]C)=[O:12])=[CH:9][CH:8]=1)[CH3:6].O.[OH-].[Li+].O1CCCC1.Cl, predict the reaction product.